Dataset: Full USPTO retrosynthesis dataset with 1.9M reactions from patents (1976-2016). Task: Predict the reactants needed to synthesize the given product. (1) Given the product [CH2:11]([N:10]1[C:6]([C:4]([OH:5])=[O:3])=[C:7]([CH2:13][N:14]2[CH2:15][CH:16]3[CH:17]([CH2:19][N:20]([C:22]([O:24][CH:25]([C:30]([F:32])([F:33])[F:31])[C:26]([F:27])([F:28])[F:29])=[O:23])[CH2:21]3)[CH2:18]2)[CH:8]=[N:9]1)[CH3:12], predict the reactants needed to synthesize it. The reactants are: C([O:3][C:4]([C:6]1[N:10]([CH2:11][CH3:12])[N:9]=[CH:8][C:7]=1[CH2:13][N:14]1[CH2:18][CH:17]2[CH2:19][N:20]([C:22]([O:24][CH:25]([C:30]([F:33])([F:32])[F:31])[C:26]([F:29])([F:28])[F:27])=[O:23])[CH2:21][CH:16]2[CH2:15]1)=[O:5])C.O1CCOCC1.[OH-].[Na+].Cl. (2) The reactants are: BrBr.[S-:3][C:4]#[N:5].[K+].[CH2:7]([S:9]([CH:11]1[C:20]2[C:15](=[CH:16][CH:17]=[C:18]([C:21]([F:24])([F:23])[F:22])[CH:19]=2)[NH:14][CH2:13][CH2:12]1)=[O:10])[CH3:8].N.[CH3:26][S:27]([OH:30])(=[O:29])=[O:28]. Given the product [CH3:26][S:27]([OH:30])(=[O:29])=[O:28].[NH:5]=[C:4]1[N:14]2[C:15]3[C:20]([CH:11]([S:9]([CH2:7][CH3:8])=[O:10])[CH2:12][CH2:13]2)=[CH:19][C:18]([C:21]([F:23])([F:22])[F:24])=[CH:17][C:16]=3[S:3]1, predict the reactants needed to synthesize it. (3) Given the product [C:31]1([O:37][C:38](=[O:39])[NH:1][C:2]2[N:6]([C:7]3[CH:12]=[CH:11][CH:10]=[C:9]([S:13](=[O:14])(=[O:15])[NH:16][CH2:17][CH2:18][O:19][CH3:20])[CH:8]=3)[N:5]=[C:4]([C:21]([CH3:24])([CH3:23])[CH3:22])[CH:3]=2)[CH:36]=[CH:35][CH:34]=[CH:33][CH:32]=1, predict the reactants needed to synthesize it. The reactants are: [NH2:1][C:2]1[N:6]([C:7]2[CH:8]=[C:9]([S:13]([NH:16][CH2:17][CH2:18][O:19][CH3:20])(=[O:15])=[O:14])[CH:10]=[CH:11][CH:12]=2)[N:5]=[C:4]([C:21]([CH3:24])([CH3:23])[CH3:22])[CH:3]=1.C(=O)([O-])[O-].[Na+].[Na+].[C:31]1([O:37][C:38](Cl)=[O:39])[CH:36]=[CH:35][CH:34]=[CH:33][CH:32]=1.C(OCC)(=O)C. (4) The reactants are: [N-:1]=[C:2]=[S:3].[Br:4][C:5]1[CH:10]=[CH:9][CH:8]=[CH:7][CH:6]=1.[N+:11]([C:14]1[CH:15]=[C:16]([C:20]([NH:22][NH2:23])=O)[CH:17]=[CH:18][CH:19]=1)([O-:13])=[O:12]. Given the product [Br:4][C:5]1[CH:10]=[CH:9][C:8]([NH:1][C:2]2[S:3][C:20]([C:16]3[CH:17]=[CH:18][CH:19]=[C:14]([N+:11]([O-:13])=[O:12])[CH:15]=3)=[N:22][N:23]=2)=[CH:7][CH:6]=1, predict the reactants needed to synthesize it.